Dataset: Forward reaction prediction with 1.9M reactions from USPTO patents (1976-2016). Task: Predict the product of the given reaction. (1) Given the reactants [Cl:1][C:2]1[CH:3]=[C:4]([C:26]#[C:27][CH2:28][N:29]2[CH2:34][CH2:33][N:32]([CH3:35])[CH2:31][CH2:30]2)[CH:5]=[C:6]2[C:10]=1[C:9](=[O:11])[N:8]([CH2:12][C:13]1[CH:18]=[CH:17][C:16]([O:19][C:20]3[CH:25]=[CH:24][CH:23]=[CH:22][CH:21]=3)=[CH:15][CH:14]=1)[CH2:7]2.[H][H].C(Cl)(Cl)Cl.CO, predict the reaction product. The product is: [Cl:1][C:2]1[CH:3]=[C:4]([CH2:26][CH2:27][CH2:28][N:29]2[CH2:34][CH2:33][N:32]([CH3:35])[CH2:31][CH2:30]2)[CH:5]=[C:6]2[C:10]=1[C:9](=[O:11])[N:8]([CH2:12][C:13]1[CH:14]=[CH:15][C:16]([O:19][C:20]3[CH:21]=[CH:22][CH:23]=[CH:24][CH:25]=3)=[CH:17][CH:18]=1)[CH2:7]2. (2) The product is: [C-:3]1([C:1]#[C:2][C:17]2[CH:18]=[CH:19][CH:20]=[C:15]([Br:14])[CH:16]=2)[CH:7]=[CH:6][CH:5]=[CH:4]1.[CH-:8]1[CH:12]=[CH:11][CH:10]=[CH:9]1.[Fe+2:13]. Given the reactants [C:1]([C-:3]1[CH:7]=[CH:6][CH:5]=[CH:4]1)#[CH:2].[CH-:8]1[CH:12]=[CH:11][CH:10]=[CH:9]1.[Fe+2:13].[Br:14][C:15]1[CH:20]=[CH:19][CH:18]=[C:17](I)[CH:16]=1.C1C=CC(P(C2C=CC=CC=2)C2C=CC=CC=2)=CC=1, predict the reaction product. (3) Given the reactants [Cl:1][C:2]1[CH:8]=[CH:7][C:5]([NH2:6])=[CH:4][CH:3]=1.C([O:11][CH:12]=[C:13]([C:19]([O-])=O)[C:14]([O:16][CH2:17][CH3:18])=[O:15])C.Cl.[OH-].[Na+], predict the reaction product. The product is: [CH2:17]([O:16][C:14]([C:13]1[C:12](=[O:11])[C:7]2[C:5](=[CH:4][CH:3]=[C:2]([Cl:1])[CH:8]=2)[NH:6][CH:19]=1)=[O:15])[CH3:18]. (4) Given the reactants [CH3:1][N:2]1[C:7](=[O:8])[C:6]2=[C:9]([S:23][CH2:24][CH2:25][CH2:26][C:27](O)=[O:28])[N:10]([CH2:12][C:13]3[C:22]4[C:17](=[CH:18][CH:19]=[CH:20][CH:21]=4)[CH:16]=[CH:15][CH:14]=3)[CH:11]=[C:5]2[N:4]([CH2:30][CH:31]([CH3:33])[CH3:32])[C:3]1=[O:34].C([N:37](CC)CC)C.ClC(OCC)=O, predict the reaction product. The product is: [CH3:1][N:2]1[C:7](=[O:8])[C:6]2=[C:9]([S:23][CH2:24][CH2:25][CH2:26][C:27]([NH2:37])=[O:28])[N:10]([CH2:12][C:13]3[C:22]4[C:17](=[CH:18][CH:19]=[CH:20][CH:21]=4)[CH:16]=[CH:15][CH:14]=3)[CH:11]=[C:5]2[N:4]([CH2:30][CH:31]([CH3:32])[CH3:33])[C:3]1=[O:34]. (5) Given the reactants Cl.[CH3:2][N:3]([CH3:12])[CH2:4][CH2:5][CH2:6]N=C=NCC.[C:13]([O:17][C:18]([N:20]([C@H:22]([CH2:26][C:27]1[CH:36]=[CH:35][C:34]2[C:29](=[CH:30][CH:31]=[CH:32][CH:33]=2)[CH:28]=1)[C:23](O)=[O:24])[CH3:21])=[O:19])([CH3:16])([CH3:15])[CH3:14].ON1C2N=CC=CC=2N=N1.CN([CH2:50][C@@H:51]1CCC[N:52]1[C:56](=[O:67])[C@H:57]([NH:65][CH3:66])[CH2:58][C:59]1[CH:64]=[CH:63][CH:62]=[CH:61][CH:60]=1)C.C(N(C(C)C)C(C)C)C, predict the reaction product. The product is: [C:13]([O:17][C:18](=[O:19])[N:20]([C@@H:22]([C:23](=[O:24])[N:65]([C@H:57]([CH2:58][C:59]1[CH:60]=[CH:61][CH:62]=[CH:63][CH:64]=1)[C:56]([N:52]1[CH2:51][CH2:50][CH2:6][C@H:5]1[CH2:4][N:3]([CH3:2])[CH3:12])=[O:67])[CH3:66])[CH2:26][C:27]1[CH:36]=[CH:35][C:34]2[C:29](=[CH:30][CH:31]=[CH:32][CH:33]=2)[CH:28]=1)[CH3:21])([CH3:14])([CH3:15])[CH3:16]. (6) Given the reactants [C:1]([O:5][C:6]([N:8]1[CH2:12][C@H:11]([F:13])[CH2:10][C@H:9]1[C:14]([OH:16])=O)=[O:7])([CH3:4])([CH3:3])[CH3:2].CCN(C(C)C)C(C)C.CN(C(ON1N=NC2C=CC=NC1=2)=[N+](C)C)C.F[P-](F)(F)(F)(F)F.[F:50][CH:51]([F:67])[C:52]1[CH:57]=[CH:56][C:55]([C:58]2[C:63]([F:64])=[CH:62][N:61]=[C:60]([CH2:65][NH2:66])[CH:59]=2)=[CH:54][CH:53]=1, predict the reaction product. The product is: [F:67][CH:51]([F:50])[C:52]1[CH:53]=[CH:54][C:55]([C:58]2[C:63]([F:64])=[CH:62][N:61]=[C:60]([CH2:65][NH:66][C:14]([C@@H:9]3[CH2:10][C@@H:11]([F:13])[CH2:12][N:8]3[C:6]([O:5][C:1]([CH3:2])([CH3:3])[CH3:4])=[O:7])=[O:16])[CH:59]=2)=[CH:56][CH:57]=1.